This data is from Forward reaction prediction with 1.9M reactions from USPTO patents (1976-2016). The task is: Predict the product of the given reaction. (1) Given the reactants [F:1][C:2]1[CH:3]=[C:4]([CH2:18]O)[CH:5]=[C:6]([O:10][CH2:11][C:12]2[CH:17]=[CH:16][CH:15]=[CH:14][CH:13]=2)[C:7]=1[O:8][CH3:9].N1C=CC=CC=1.S(Cl)([Cl:28])=O, predict the reaction product. The product is: [Cl:28][CH2:18][C:4]1[CH:5]=[C:6]([O:10][CH2:11][C:12]2[CH:17]=[CH:16][CH:15]=[CH:14][CH:13]=2)[C:7]([O:8][CH3:9])=[C:2]([F:1])[CH:3]=1. (2) Given the reactants C([O:4][C@@H:5]1[C@H:9]([O:10]C(=O)C)[C@@H:8]([CH2:14][C@@H:15]([N:37]=[N+:38]=[N-:39])[CH2:16][CH2:17][C@H:18]([NH:26][S:27]([C:30]2[CH:35]=[CH:34][C:33]([CH3:36])=[CH:32][CH:31]=2)(=[O:29])=[O:28])[C:19]([O:21][C:22]([CH3:25])([CH3:24])[CH3:23])=[O:20])[O:7][C@H:6]1[N:40]1[CH:48]=[N:47][C:46]2[C:41]1=[N:42][C:43]([NH:50][CH2:51][CH2:52][NH:53][C:54]([O:56][C:57]([CH3:60])([CH3:59])[CH3:58])=[O:55])=[N:44][C:45]=2[NH2:49])(=O)C.C(=O)([O-])[O-].[K+].[K+].C(O)(=O)C, predict the reaction product. The product is: [NH2:49][C:45]1[N:44]=[C:43]([NH:50][CH2:51][CH2:52][NH:53][C:54]([O:56][C:57]([CH3:58])([CH3:59])[CH3:60])=[O:55])[N:42]=[C:41]2[C:46]=1[N:47]=[CH:48][N:40]2[C@@H:6]1[O:7][C@H:8]([CH2:14][C@@H:15]([N:37]=[N+:38]=[N-:39])[CH2:16][CH2:17][C@H:18]([NH:26][S:27]([C:30]2[CH:31]=[CH:32][C:33]([CH3:36])=[CH:34][CH:35]=2)(=[O:29])=[O:28])[C:19]([O:21][C:22]([CH3:23])([CH3:25])[CH3:24])=[O:20])[C@@H:9]([OH:10])[C@H:5]1[OH:4]. (3) Given the reactants [C:1](#[N:5])[CH2:2][C:3]#[N:4].[CH2:6]([O:8][CH:9](OCC)OCC)[CH3:7], predict the reaction product. The product is: [CH2:6]([O:8][CH:9]=[C:2]([C:1]#[N:5])[C:3]#[N:4])[CH3:7]. (4) Given the reactants F[C:2](F)(F)[C:3]([O-])=O.[Cl:8][C:9]1[CH:14]=[CH:13][CH:12]=[CH:11][C:10]=1[CH2:15][NH2:16].[S:17]1[CH:21]=[CH:20][N:19]=[C:18]1[N:22]1[CH:26]=[CH:25][CH:24]=[C:23]1[CH:27]=O, predict the reaction product. The product is: [Cl:8][C:9]1[CH:14]=[CH:13][CH:12]=[CH:11][C:10]=1[CH2:15][N:16]([CH2:27][C:23]1[N:22]([C:18]2[S:17][CH:2]=[CH:3][N:19]=2)[CH:26]=[CH:25][CH:24]=1)[CH2:27][C:23]1[N:22]([C:18]2[S:17][CH:21]=[CH:20][N:19]=2)[CH:26]=[CH:25][CH:24]=1.